Dataset: Forward reaction prediction with 1.9M reactions from USPTO patents (1976-2016). Task: Predict the product of the given reaction. (1) Given the reactants Cl.[CH3:2][N:3]([CH3:37])[C:4]1([C:31]2[CH:36]=[CH:35][CH:34]=[CH:33][CH:32]=2)[CH2:9][CH2:8][CH:7]([NH:10][C:11](=[O:30])[CH:12]([NH:17][C:18](=[O:29])[CH2:19][C:20]2[C:28]3[C:23](=[CH:24][CH:25]=[CH:26][CH:27]=3)[NH:22][CH:21]=2)[CH2:13][CH:14]([CH3:16])[CH3:15])[CH2:6][CH2:5]1.C[Si](C)(C)[Cl:40], predict the reaction product. The product is: [ClH:40].[CH3:37][N:3]([CH3:2])[C:4]1([C:31]2[CH:36]=[CH:35][CH:34]=[CH:33][CH:32]=2)[CH2:9][CH2:8][CH:7]([NH:10][C:11](=[O:30])[CH:12]([NH:17][C:18](=[O:29])[CH2:19][C:20]2[C:28]3[C:23](=[CH:24][CH:25]=[CH:26][CH:27]=3)[NH:22][CH:21]=2)[CH2:13][CH:14]([CH3:15])[CH3:16])[CH2:6][CH2:5]1. (2) Given the reactants C[Si](C)(C)CC[O:5][C:6](=[O:42])[CH2:7][CH2:8][C:9]([C:11]1[C:19]2[C:14](=[CH:15][CH:16]=[C:17]([Cl:20])[CH:18]=2)[N:13]([C:21]2[N:26]=[C:25]([N:27]3[C:35]4[C:30](=[CH:31][CH:32]=[CH:33][CH:34]=4)[CH2:29][CH2:28]3)[N:24]=[C:23]([N:36]3[CH2:41][CH2:40][CH2:39][CH2:38][CH2:37]3)[N:22]=2)[CH:12]=1)=[O:10].FC(F)(F)C(O)=O, predict the reaction product. The product is: [Cl:20][C:17]1[CH:18]=[C:19]2[C:14](=[CH:15][CH:16]=1)[N:13]([C:21]1[N:26]=[C:25]([N:27]3[C:35]4[C:30](=[CH:31][CH:32]=[CH:33][CH:34]=4)[CH2:29][CH2:28]3)[N:24]=[C:23]([N:36]3[CH2:37][CH2:38][CH2:39][CH2:40][CH2:41]3)[N:22]=1)[CH:12]=[C:11]2[C:9](=[O:10])[CH2:8][CH2:7][C:6]([OH:42])=[O:5]. (3) Given the reactants [S:1]([O-:4])([O-:3])=[O:2].[Na+].[Na+].[Cl:7][C:8]1[CH:43]=[CH:42][C:11]([CH2:12][N:13]2[CH2:18][CH2:17][CH:16]([N:19]([CH2:27][C@@:28]([OH:41])([CH3:40])[CH2:29][O:30][C:31]3[CH:36]=[C:35]([F:37])[CH:34]=[CH:33][C:32]=3[CH2:38]Cl)C(=O)OC(C)(C)C)[CH2:15][CH2:14]2)=[CH:10][CH:9]=1, predict the reaction product. The product is: [Cl:7][C:8]1[CH:9]=[CH:10][C:11]([CH2:12][N:13]2[CH2:18][CH2:17][CH:16]([NH:19][CH2:27][C@@:28]([OH:41])([CH3:40])[CH2:29][O:30][C:31]3[CH:36]=[C:35]([F:37])[CH:34]=[CH:33][C:32]=3[CH2:38][S:1]([OH:4])(=[O:3])=[O:2])[CH2:15][CH2:14]2)=[CH:42][CH:43]=1. (4) Given the reactants C[O:2][C:3]([C:5]1[C:13]2[S:12][C:11]([NH:14][C:15]([NH:17][CH2:18][CH3:19])=[O:16])=[N:10][C:9]=2[CH:8]=[C:7]([C:20]2[CH:21]=[N:22][CH:23]=[CH:24][CH:25]=2)[CH:6]=1)=O.[CH2:26]([NH2:28])[CH3:27], predict the reaction product. The product is: [CH2:26]([NH:28][C:3]([C:5]1[C:13]2[S:12][C:11]([NH:14][C:15]([NH:17][CH2:18][CH3:19])=[O:16])=[N:10][C:9]=2[CH:8]=[C:7]([C:20]2[CH:21]=[N:22][CH:23]=[CH:24][CH:25]=2)[CH:6]=1)=[O:2])[CH3:27]. (5) Given the reactants [Cl:1][C:2]1[CH:7]=[CH:6][C:5]([N:8]2[C:16]([C:17]#N)=[C:15]3[C:10]([CH:11]=[C:12]([N+:22]([O-:24])=[O:23])[C:13]([CH:19]4[CH2:21][CH2:20]4)=[CH:14]3)=[N:9]2)=[CH:4][CH:3]=1.[OH2:25].[OH-:26].[Na+], predict the reaction product. The product is: [Cl:1][C:2]1[CH:7]=[CH:6][C:5]([N:8]2[C:16]([C:17]([OH:26])=[O:25])=[C:15]3[C:10]([CH:11]=[C:12]([N+:22]([O-:24])=[O:23])[C:13]([CH:19]4[CH2:21][CH2:20]4)=[CH:14]3)=[N:9]2)=[CH:4][CH:3]=1. (6) The product is: [F:1][C:2]([F:7])([F:6])[C:3]([OH:5])=[O:4].[Cl:15][C:16]1[CH:17]=[N:18][C:19]2[NH:20][C:21]3[CH:22]=[CH:23][CH:24]=[C:25]([CH:47]=3)[CH2:26][CH2:27][C:28]3[CH:36]=[C:32]([NH:33][C:34]=1[N:35]=2)[CH:31]=[CH:30][C:29]=3[NH:37][C:38](=[O:46])[CH2:39][C@@H:40]1[CH2:45][CH2:44][CH2:43][N:42]([C:55]([NH:54][C:48]2[CH:53]=[CH:52][CH:51]=[CH:50][CH:49]=2)=[O:56])[CH2:41]1. Given the reactants [F:1][C:2]([F:7])([F:6])[C:3]([OH:5])=[O:4].FC(F)(F)C(O)=O.[Cl:15][C:16]1[CH:17]=[N:18][C:19]2[NH:20][C:21]3[CH:22]=[CH:23][CH:24]=[C:25]([CH:47]=3)[CH2:26][CH2:27][C:28]3[CH:36]=[C:32]([NH:33][C:34]=1[N:35]=2)[CH:31]=[CH:30][C:29]=3[NH:37][C:38](=[O:46])[CH2:39][C@@H:40]1[CH2:45][CH2:44][CH2:43][NH:42][CH2:41]1.[C:48]1([N:54]=[C:55]=[O:56])[CH:53]=[CH:52][CH:51]=[CH:50][CH:49]=1, predict the reaction product.